From a dataset of Full USPTO retrosynthesis dataset with 1.9M reactions from patents (1976-2016). Predict the reactants needed to synthesize the given product. (1) The reactants are: [C:1]([C@@H:4]([NH:21][C:22]([O:24][C:25]([CH3:28])([CH3:27])[CH3:26])=[O:23])[CH2:5][S:6][S:7][CH2:8][C@@H:9]([C:18](O)=[O:19])[NH:10][C:11]([O:13][C:14]([CH3:17])([CH3:16])[CH3:15])=[O:12])([OH:3])=O.[CH3:29][O:30][C:31]1[CH:38]=[CH:37][C:34]([CH2:35][NH2:36])=[CH:33][CH:32]=1.ON1[C:44]2[CH:45]=[CH:46][CH:47]=[CH:48][C:43]=2N=N1.CCN=C=NCCC[N:57]([CH3:59])C.Cl.CN([CH:64]=[O:65])C. Given the product [CH3:29][O:30][C:31]1[CH:38]=[CH:37][C:34]([CH2:35][NH:36][C:1]([C@@H:4]([NH:21][C:22]([O:24][C:25]([CH3:28])([CH3:27])[CH3:26])=[O:23])[CH2:5][S:6][S:7][CH2:8][C@@H:9]([C:18](=[O:19])[NH:57][CH2:59][C:43]2[CH:48]=[CH:47][C:46]([O:65][CH3:64])=[CH:45][CH:44]=2)[NH:10][C:11]([O:13][C:14]([CH3:17])([CH3:15])[CH3:16])=[O:12])=[O:3])=[CH:33][CH:32]=1, predict the reactants needed to synthesize it. (2) The reactants are: C[O:2][C:3](=[O:15])[C:4]1[CH:9]=[CH:8][C:7]([C:10]([F:13])([F:12])[F:11])=[CH:6][C:5]=1[OH:14].[CH3:16][CH:17](O)[CH3:18].C1(P(C2C=CC=CC=2)C2C=CC=CC=2)C=CC=CC=1.N(C(OC(C)(C)C)=O)=NC(OC(C)(C)C)=O.[OH-].[Na+]. Given the product [CH:17]([O:14][C:5]1[CH:6]=[C:7]([C:10]([F:13])([F:12])[F:11])[CH:8]=[CH:9][C:4]=1[C:3]([OH:2])=[O:15])([CH3:18])[CH3:16], predict the reactants needed to synthesize it. (3) Given the product [ClH:29].[ClH:29].[NH2:1][C:4]1[CH:9]=[CH:8][C:7]([NH:10][CH2:11][CH:12]([OH:15])[CH2:13][OH:14])=[C:6]([CH3:16])[CH:5]=1, predict the reactants needed to synthesize it. The reactants are: [N+:1]([C:4]1[CH:9]=[CH:8][C:7]([NH:10][CH2:11][CH:12]([OH:15])[CH2:13][OH:14])=[C:6]([CH3:16])[CH:5]=1)([O-])=O.C1(N)C(F)=C(F)C(F)=C(N)C=1F.[ClH:29].Cl.